From a dataset of Reaction yield outcomes from USPTO patents with 853,638 reactions. Predict the reaction yield, written as a fraction of the theoretical maximum amount of product (1.0 means a 100% yield; for example, 0.34 means a 34% yield). The reactants are [C:1]1([CH2:7][C:8]([OH:10])=[O:9])[CH:6]=[CH:5][CH:4]=[CH:3][CH:2]=1.Cl(O)(=O)(=O)=O. The catalyst is C(OC(C)=O)(C)(C)C. The product is [C:1]1([CH2:7][C:8]([O:10][C:1]([CH3:7])([CH3:6])[CH3:2])=[O:9])[CH:6]=[CH:5][CH:4]=[CH:3][CH:2]=1. The yield is 0.680.